From a dataset of Forward reaction prediction with 1.9M reactions from USPTO patents (1976-2016). Predict the product of the given reaction. (1) Given the reactants [CH2:1]([N:8]1[CH2:13][CH2:12][CH2:11][C@@:10]([CH2:15][OH:16])([CH3:14])[CH2:9]1)[C:2]1[CH:7]=[CH:6][CH:5]=[CH:4][CH:3]=1.Br[CH2:18][CH2:19][O:20][CH:21]1[CH2:26][CH2:25][CH2:24][CH2:23][O:22]1.O, predict the reaction product. The product is: [CH2:1]([N:8]1[CH2:13][CH2:12][CH2:11][C@:10]([CH3:14])([CH2:15][O:16][CH2:18][CH2:19][O:20][CH:21]2[CH2:26][CH2:25][CH2:24][CH2:23][O:22]2)[CH2:9]1)[C:2]1[CH:7]=[CH:6][CH:5]=[CH:4][CH:3]=1. (2) Given the reactants Cl[C:2]1[N:3]=[C:4]([OH:12])[C:5]2[CH:11]=[CH:10][N:9]=[CH:8][C:6]=2[N:7]=1.[C:13]1([OH:19])[CH:18]=[CH:17][CH:16]=[CH:15][CH:14]=1.C([O-])([O-])=O.[Cs+].[Cs+], predict the reaction product. The product is: [O:19]([C:2]1[N:3]=[C:4]([OH:12])[C:5]2[CH:11]=[CH:10][N:9]=[CH:8][C:6]=2[N:7]=1)[C:13]1[CH:18]=[CH:17][CH:16]=[CH:15][CH:14]=1. (3) Given the reactants [OH:1][C:2]1[CH:10]=[C:9]2[C:5]([CH2:6][C:7]3([CH2:19][C:18]4[C:13](=[CH:14][CH:15]=[C:16]([OH:20])[CH:17]=4)[CH2:12]3)[C:8]2=O)=[CH:4][CH:3]=1.[CH2:21]([Mg]Cl)[C:22]1[CH:27]=[CH:26][CH:25]=[CH:24][CH:23]=1.Cl, predict the reaction product. The product is: [OH:1][C:2]1[CH:10]=[C:9]2[C:5]([CH2:6][C:7]3([CH2:19][C:18]4[C:13](=[CH:14][CH:15]=[C:16]([OH:20])[CH:17]=4)[CH2:12]3)[C:8]2=[CH:21][C:22]2[CH:27]=[CH:26][CH:25]=[CH:24][CH:23]=2)=[CH:4][CH:3]=1. (4) Given the reactants CON(C)[C:4]([C:6]1[C:10]([Cl:11])=[CH:9][N:8]([CH2:12][CH:13]([F:15])[F:14])[N:7]=1)=[O:5].[CH3:17][Mg]Br, predict the reaction product. The product is: [Cl:11][C:10]1[C:6]([C:4](=[O:5])[CH3:17])=[N:7][N:8]([CH2:12][CH:13]([F:15])[F:14])[CH:9]=1. (5) Given the reactants [NH2:1][C:2]1[N:6](C(OC(C)(C)C)=O)[N:5]=[C:4]([CH:14]2[CH2:16][CH2:15]2)[CH:3]=1.[Li]C(C)(C)C.F[C:23]1[C:28]([F:29])=[CH:27][CH:26]=[C:25]([F:30])[N:24]=1, predict the reaction product. The product is: [CH:14]1([C:4]2[NH:5][N:6]=[C:2]([NH:1][C:23]3[C:28]([F:29])=[CH:27][CH:26]=[C:25]([F:30])[N:24]=3)[CH:3]=2)[CH2:15][CH2:16]1. (6) Given the reactants Br[C:2]1[CH:7]=[CH:6][C:5]([N:8]2[C:12]([NH2:13])=[CH:11][C:10]([CH:14]([CH3:16])[CH3:15])=[N:9]2)=[CH:4][CH:3]=1.CC1(C)C2C(=C(P(C3C=CC=CC=3)C3C=CC=CC=3)C=CC=2)OC2C(P(C3C=CC=CC=3)C3C=CC=CC=3)=CC=CC1=2.[O-]P([O-])([O-])=O.[K+].[K+].[K+].[CH3:67][PH:68](=[O:70])[CH3:69], predict the reaction product. The product is: [NH2:13][C:12]1[N:8]([C:5]2[CH:6]=[CH:7][C:2]([P:68](=[O:70])([CH3:69])[CH3:67])=[CH:3][CH:4]=2)[N:9]=[C:10]([CH:14]([CH3:16])[CH3:15])[CH:11]=1.